From a dataset of Catalyst prediction with 721,799 reactions and 888 catalyst types from USPTO. Predict which catalyst facilitates the given reaction. (1) Reactant: [CH:1]1([CH2:6][CH2:7][C:8](Cl)=[O:9])[CH2:5][CH2:4][CH2:3][CH2:2]1.[CH:11]([C:14]1[C:15]([NH2:23])=[N:16][N:17]2[CH:22]=[CH:21][CH:20]=[N:19][C:18]=12)([CH3:13])[CH3:12]. Product: [CH:1]1([CH2:6][CH2:7][C:8]([NH:23][C:15]2[C:14]([CH:11]([CH3:13])[CH3:12])=[C:18]3[N:19]=[CH:20][CH:21]=[CH:22][N:17]3[N:16]=2)=[O:9])[CH2:5][CH2:4][CH2:3][CH2:2]1. The catalyst class is: 202. (2) Reactant: [CH3:1][NH2:2].C1(C)C=CC(S(O[C@H:13]2[CH2:17][CH2:16][N:15]([CH2:18][C:19]3[CH:24]=[CH:23][CH:22]=[CH:21][CH:20]=3)[CH2:14]2)(=O)=O)=CC=1. Product: [CH2:18]([N:15]1[CH2:16][CH2:17][C@H:13]([CH2:1][NH2:2])[CH2:14]1)[C:19]1[CH:20]=[CH:21][CH:22]=[CH:23][CH:24]=1. The catalyst class is: 8.